From a dataset of Forward reaction prediction with 1.9M reactions from USPTO patents (1976-2016). Predict the product of the given reaction. (1) The product is: [Cl:15][C:16]1=[N:17][S:18][S:19]/[C:20]/1=[N:11]\[C:6]1[CH:7]=[CH:8][CH:9]=[CH:10][C:5]=1[O:4][CH2:3][C:2]([CH3:13])([CH3:12])[CH3:1]. Given the reactants [CH3:1][C:2]([CH3:13])([CH3:12])[CH2:3][O:4][C:5]1[CH:10]=[CH:9][CH:8]=[CH:7][C:6]=1[NH2:11].[Cl-].[Cl:15][C:16]1[C:20](Cl)=[S+:19][S:18][N:17]=1.O.C(OCC)(=O)C, predict the reaction product. (2) Given the reactants [Cl:1][C:2]1[C:3](F)=[C:4]([CH:8]=[CH:9][CH:10]=1)[C:5](Cl)=[O:6].C(N(CC)CC)C.[NH:19]1[CH2:23][CH2:22][CH2:21][C@H:20]1[CH2:24][OH:25].C(=O)([O-])[O-].[Cs+].[Cs+], predict the reaction product. The product is: [Cl:1][C:2]1[C:3]2[O:25][CH2:24][C@@H:20]3[CH2:21][CH2:22][CH2:23][N:19]3[C:5](=[O:6])[C:4]=2[CH:8]=[CH:9][CH:10]=1. (3) Given the reactants [CH3:1][CH:2]([CH3:21])[CH2:3][CH2:4][NH:5][C:6]([C:8]1[S:9][CH:10]=[CH:11][C:12]=1[C:13]1[CH:18]=[CH:17][CH:16]=[CH:15][C:14]=1[CH2:19][NH2:20])=[O:7].C(N(CC)CC)C.[CH2:29]([O:36][C:37](OC1CC(=O)NC1=O)=[O:38])[C:30]1[CH:35]=[CH:34][CH:33]=[CH:32][CH:31]=1, predict the reaction product. The product is: [CH3:1][CH:2]([CH3:21])[CH2:3][CH2:4][NH:5][C:6]([C:8]1[S:9][CH:10]=[CH:11][C:12]=1[C:13]1[CH:18]=[CH:17][CH:16]=[CH:15][C:14]=1[CH2:19][NH:20][C:37](=[O:38])[O:36][CH2:29][C:30]1[CH:35]=[CH:34][CH:33]=[CH:32][CH:31]=1)=[O:7]. (4) The product is: [CH2:1]([O:3][P:4]([CH:9]=[C:10]1[NH:16][CH2:15][CH2:14][N:13]([CH3:17])[C:12]2[CH:18]=[C:19]([F:22])[CH:20]=[CH:21][C:11]1=2)(=[O:8])[O:5][CH2:6][CH3:7])[CH3:2]. Given the reactants [CH2:1]([O:3][P:4]([CH:9]=[C:10]1[NH:16][CH2:15][CH2:14][N:13]([CH3:17])[C:12]2[CH:18]=[CH:19][CH:20]=[CH:21][C:11]1=2)(=[O:8])[O:5][CH2:6][CH3:7])[CH3:2].[F:22]C1C=C(F)C=CC=1C(O)=O, predict the reaction product. (5) Given the reactants [F:1][C:2]([F:14])([F:13])[C:3]1[CH:8]=[CH:7][C:6]([CH2:9][C:10]([OH:12])=O)=[CH:5][CH:4]=1.O.O[N:17]1C2C=CC=CC=2N=N1.Cl.CN(C)CCCN=C=NCC.[CH3:38][C:39]1([C:45]2[CH:46]=[C:47]([NH:51][S:52]([CH3:55])(=[O:54])=[O:53])[CH:48]=[CH:49][CH:50]=2)[CH:44]2[CH:40]1[CH2:41][NH:42][CH2:43]2.C(=O)([O-])O.[Na+], predict the reaction product. The product is: [NH3:17].[CH3:38][C:39]1([C:45]2[CH:46]=[C:47]([NH:51][S:52]([CH3:55])(=[O:54])=[O:53])[CH:48]=[CH:49][CH:50]=2)[CH:44]2[CH:40]1[CH2:41][N:42]([C:10](=[O:12])[CH2:9][C:6]1[CH:5]=[CH:4][C:3]([C:2]([F:1])([F:14])[F:13])=[CH:8][CH:7]=1)[CH2:43]2. (6) Given the reactants [N+:1]([C:4]1[CH:12]=[CH:11][CH:10]=[C:9]2[C:5]=1[C:6](=[O:37])[N:7]([C:14]1([CH2:22][CH2:23][CH2:24][CH2:25][NH:26][C:27](=[O:36])[O:28][CH2:29][C:30]3[CH:35]=[CH:34][CH:33]=[CH:32][CH:31]=3)[CH2:19][CH2:18][C:17](=[O:20])[NH:16][C:15]1=[O:21])[C:8]2=[O:13])([O-])=O.[H][H], predict the reaction product. The product is: [NH2:1][C:4]1[CH:12]=[CH:11][CH:10]=[C:9]2[C:5]=1[C:6](=[O:37])[N:7]([C:14]1([CH2:22][CH2:23][CH2:24][CH2:25][NH:26][C:27](=[O:36])[O:28][CH2:29][C:30]3[CH:35]=[CH:34][CH:33]=[CH:32][CH:31]=3)[CH2:19][CH2:18][C:17](=[O:20])[NH:16][C:15]1=[O:21])[C:8]2=[O:13].